From a dataset of NCI-60 drug combinations with 297,098 pairs across 59 cell lines. Regression. Given two drug SMILES strings and cell line genomic features, predict the synergy score measuring deviation from expected non-interaction effect. (1) Drug 1: CC1=C(C(CCC1)(C)C)C=CC(=CC=CC(=CC(=O)O)C)C. Drug 2: CCN(CC)CCNC(=O)C1=C(NC(=C1C)C=C2C3=C(C=CC(=C3)F)NC2=O)C. Cell line: IGROV1. Synergy scores: CSS=-3.10, Synergy_ZIP=-0.442, Synergy_Bliss=-3.43, Synergy_Loewe=-4.76, Synergy_HSA=-6.50. (2) Drug 1: CC1=C2C(C(=O)C3(C(CC4C(C3C(C(C2(C)C)(CC1OC(=O)C(C(C5=CC=CC=C5)NC(=O)OC(C)(C)C)O)O)OC(=O)C6=CC=CC=C6)(CO4)OC(=O)C)OC)C)OC. Drug 2: CNC(=O)C1=CC=CC=C1SC2=CC3=C(C=C2)C(=NN3)C=CC4=CC=CC=N4. Cell line: HOP-92. Synergy scores: CSS=28.8, Synergy_ZIP=-1.52, Synergy_Bliss=-0.604, Synergy_Loewe=-20.8, Synergy_HSA=-0.892. (3) Drug 1: CN(CC1=CN=C2C(=N1)C(=NC(=N2)N)N)C3=CC=C(C=C3)C(=O)NC(CCC(=O)O)C(=O)O. Drug 2: B(C(CC(C)C)NC(=O)C(CC1=CC=CC=C1)NC(=O)C2=NC=CN=C2)(O)O. Cell line: SK-MEL-28. Synergy scores: CSS=39.4, Synergy_ZIP=-3.31, Synergy_Bliss=-2.53, Synergy_Loewe=-16.2, Synergy_HSA=-3.84.